Dataset: Full USPTO retrosynthesis dataset with 1.9M reactions from patents (1976-2016). Task: Predict the reactants needed to synthesize the given product. (1) Given the product [CH3:18][C:17]1[NH:16][C:15](=[O:19])[NH:14][C:13](=[O:20])[C:12]=1[S:9]([NH2:8])(=[O:11])=[O:10], predict the reactants needed to synthesize it. The reactants are: COC1C=CC(C[NH:8][S:9]([C:12]2[C:13](=[O:20])[NH:14][C:15](=[O:19])[NH:16][C:17]=2[CH3:18])(=[O:11])=[O:10])=CC=1. (2) The reactants are: [Cl:1][C:2]1[C:10]([C:11]#[N:12])=[CH:9][CH:8]=[C:7]2[C:3]=1[CH:4]=[C:5]([CH2:19][CH2:20][CH3:21])[N:6]2[CH2:13]/[C:14](=[N:17]/[H])/[NH:15][OH:16].C(P1(=O)OP(CCC)(=O)OP(CCC)(=O)O1)CC.[CH3:40][N:41]1[C:45]([C:46]([F:49])([F:48])[F:47])=[C:44]([C:50](O)=O)[CH:43]=[N:42]1.CCN(C(C)C)C(C)C. Given the product [Cl:1][C:2]1[C:10]([C:11]#[N:12])=[CH:9][CH:8]=[C:7]2[C:3]=1[CH:4]=[C:5]([CH2:19][CH2:20][CH3:21])[N:6]2[CH2:13][C:14]1[N:17]=[C:50]([C:44]2[CH:43]=[N:42][N:41]([CH3:40])[C:45]=2[C:46]([F:49])([F:47])[F:48])[O:16][N:15]=1, predict the reactants needed to synthesize it. (3) Given the product [F:1][C:2]1[CH:7]=[CH:6][C:5]([NH:8][C:9]([C@H:11]2[CH2:15][CH2:14][NH:13][C@H:12]2[CH3:24])=[O:10])=[CH:4][C:3]=1[CH3:25], predict the reactants needed to synthesize it. The reactants are: [F:1][C:2]1[CH:7]=[CH:6][C:5]([NH:8][C:9]([C@H:11]2[CH2:15][CH2:14][N:13]([C@H](C3C=CC=CC=3)C)[C@H:12]2[CH3:24])=[O:10])=[CH:4][C:3]=1[CH3:25]. (4) Given the product [OH:1][C@@H:2]([C@H:4]1[C:25](=[O:26])[N:6]2[C:7]([C:12]([O:14][CH2:15][C:16]3[CH:21]=[CH:20][C:19]([N+:22]([O-:24])=[O:23])=[CH:18][CH:17]=3)=[O:13])=[C:8]([C:51]3[S:50][C:49]4=[C:45]([C:43]([C@@H:39]5[CH2:40][CH2:41][CH2:42][N:38]5[C:36]([O:35][CH2:34][C:33]5[CH:66]=[CH:67][C:30]([N+:27]([O-:29])=[O:28])=[CH:31][CH:32]=5)=[O:37])=[O:44])[N:46]=[CH:47][N:48]4[CH:52]=3)[C@H:9]([CH3:10])[C@H:5]12)[CH3:3], predict the reactants needed to synthesize it. The reactants are: [OH:1][C@@H:2]([C@H:4]1[C:25](=[O:26])[N:6]2[C@@H:7]([C:12]([O:14][CH2:15][C:16]3[CH:21]=[CH:20][C:19]([N+:22]([O-:24])=[O:23])=[CH:18][CH:17]=3)=[O:13])[C:8](=O)[C@H:9]([CH3:10])[C@H:5]12)[CH3:3].[N+:27]([C:30]1[CH:67]=[CH:66][C:33]([CH2:34][O:35][C:36]([N:38]2[CH2:42][CH2:41][CH2:40][C@H:39]2[C:43]([C:45]2[N:46]=[CH:47][N:48]3[CH:52]=[C:51]([Sn](CCCC)(CCCC)CCCC)[S:50][C:49]=23)=[O:44])=[O:37])=[CH:32][CH:31]=1)([O-:29])=[O:28]. (5) Given the product [S:1]1[C:5]([C:6]2[CH:7]=[C:8]([CH2:9][OH:10])[CH:14]=[CH:15][CH:16]=2)=[CH:4][N:3]=[CH:2]1, predict the reactants needed to synthesize it. The reactants are: [S:1]1[C:5]([C:6]2[CH:7]=[C:8]([CH:14]=[CH:15][CH:16]=2)[C:9](OCC)=[O:10])=[CH:4][N:3]=[CH:2]1.CC(C[AlH]CC(C)C)C.[OH-].[Na+].C([O-])(O)=O.[Na+].